The task is: Predict which catalyst facilitates the given reaction.. This data is from Catalyst prediction with 721,799 reactions and 888 catalyst types from USPTO. Reactant: [NH2:1][C:2]1[S:3][C:4]([C:10]2[CH:15]=[CH:14][C:13]([F:16])=[CH:12][CH:11]=2)=[CH:5][C:6]=1[C:7]([NH2:9])=[O:8].N1C=CC=CC=1.[C:23](Cl)(=[O:25])[CH3:24]. Product: [C:23]([NH:1][C:2]1[S:3][C:4]([C:10]2[CH:15]=[CH:14][C:13]([F:16])=[CH:12][CH:11]=2)=[CH:5][C:6]=1[C:7]([NH2:9])=[O:8])(=[O:25])[CH3:24]. The catalyst class is: 6.